Dataset: Forward reaction prediction with 1.9M reactions from USPTO patents (1976-2016). Task: Predict the product of the given reaction. (1) Given the reactants Br[C:2]1[CH:15]=[CH:14][C:5]2[S:6][C:7]3[CH:12]=[CH:11][C:10](Br)=[CH:9][C:8]=3[C:4]=2[CH:3]=1.[C:16]1([C:25]2[CH:30]=[CH:29][CH:28]=[CH:27][CH:26]=2)[CH:21]=[CH:20][CH:19]=[C:18](B(O)O)[CH:17]=1.[C:46]1([CH3:51])[CH:47]=[CH:48][CH:49]=[CH:50][C:45]=1P([C:45]1[CH:50]=[CH:49][CH:48]=[CH:47][C:46]=1[CH3:51])[C:45]1[CH:50]=[CH:49][CH:48]=[CH:47][C:46]=1[CH3:51].C(=O)([O-])[O-].[K+].[K+], predict the reaction product. The product is: [C:16]1([C:25]2[CH:30]=[CH:29][CH:28]=[CH:27][CH:26]=2)[CH:21]=[CH:20][CH:19]=[C:18]([C:2]2[CH:15]=[CH:14][C:5]3[S:6][C:7]4[CH:12]=[CH:11][C:10]([C:3]5[CH:4]=[C:51]([C:46]6[CH:45]=[CH:50][CH:49]=[CH:48][CH:47]=6)[CH:14]=[CH:15][CH:2]=5)=[CH:9][C:8]=4[C:4]=3[CH:3]=2)[CH:17]=1. (2) The product is: [CH3:1][O:2][C:3]1[CH:8]=[CH:7][C:6]([CH:9]2[C:13]3[C:14]([CH3:36])=[C:15]([N:20]4[CH2:25][CH2:24][CH:23]([C:26]5[CH:31]=[CH:30][C:29]([O:32][CH3:33])=[C:28]([O:34][CH3:35])[CH:27]=5)[CH2:22][CH2:21]4)[C:16]([CH3:19])=[C:17]([CH3:18])[C:12]=3[O:11][C:10]2([CH3:38])[CH3:37])=[CH:5][CH:4]=1. Given the reactants [CH3:1][O:2][C:3]1[CH:8]=[CH:7][C:6]([C:9]2(O)[C:13]3[C:14]([CH3:36])=[C:15]([N:20]4[CH2:25][CH2:24][CH:23]([C:26]5[CH:31]=[CH:30][C:29]([O:32][CH3:33])=[C:28]([O:34][CH3:35])[CH:27]=5)[CH2:22][CH2:21]4)[C:16]([CH3:19])=[C:17]([CH3:18])[C:12]=3[O:11][C:10]2([CH3:38])[CH3:37])=[CH:5][CH:4]=1, predict the reaction product. (3) Given the reactants [CH3:1][O:2][C:3](=[O:12])[C:4]1[CH:9]=[CH:8][C:7](Br)=[CH:6][C:5]=1[NH2:11].[F:13][C:14]1[CH:19]=[CH:18][CH:17]=[CH:16][C:15]=1B(O)O.C(=O)([O-])[O-].[Na+].[Na+], predict the reaction product. The product is: [CH3:1][O:2][C:3]([C:4]1[CH:9]=[CH:8][C:7]([C:15]2[CH:16]=[CH:17][CH:18]=[CH:19][C:14]=2[F:13])=[CH:6][C:5]=1[NH2:11])=[O:12]. (4) Given the reactants [CH:1]1([CH2:4][O:5][C:6]2[N:11]=[C:10]([C:12]([OH:14])=O)[CH:9]=[N:8][C:7]=2[N:15]2[CH2:18][C:17]([F:20])([F:19])[CH2:16]2)[CH2:3][CH2:2]1.[CH3:21][C@@H:22]1[CH2:26][CH2:25][CH2:24][NH:23]1, predict the reaction product. The product is: [CH:1]1([CH2:4][O:5][C:6]2[N:11]=[C:10]([C:12]([N:23]3[CH2:24][CH2:25][CH2:26][C@H:22]3[CH3:21])=[O:14])[CH:9]=[N:8][C:7]=2[N:15]2[CH2:18][C:17]([F:20])([F:19])[CH2:16]2)[CH2:2][CH2:3]1. (5) Given the reactants [Br:1][C:2]1[CH:7]=[CH:6][C:5]([Cl:8])=[CH:4][C:3]=1[CH2:9][OH:10].[H-].[Na+].CI.[C:15](OCC)(=O)C, predict the reaction product. The product is: [Br:1][C:2]1[CH:7]=[CH:6][C:5]([Cl:8])=[CH:4][C:3]=1[CH2:9][O:10][CH3:15]. (6) Given the reactants [Cl:1][C:2]1[CH:3]=[C:4]([CH:9]=[CH:10][C:11]=1[O:12][C:13]1[CH:18]=[C:17]([C:19]([NH:21][C:22]2[CH:26]=[CH:25][N:24]([CH3:27])[N:23]=2)=[O:20])[CH:16]=[C:15]([O:28][C@@H:29]([CH3:33])[CH2:30][O:31][CH3:32])[CH:14]=1)[C:5]([O:7]C)=[O:6].O.[OH-].[Li+], predict the reaction product. The product is: [Cl:1][C:2]1[CH:3]=[C:4]([CH:9]=[CH:10][C:11]=1[O:12][C:13]1[CH:18]=[C:17]([C:19]([NH:21][C:22]2[CH:26]=[CH:25][N:24]([CH3:27])[N:23]=2)=[O:20])[CH:16]=[C:15]([O:28][C@@H:29]([CH3:33])[CH2:30][O:31][CH3:32])[CH:14]=1)[C:5]([OH:7])=[O:6]. (7) Given the reactants [C:1]([NH:20][CH2:21][CH2:22][C:23]([OH:25])=O)([C:14]1[CH:19]=[CH:18][CH:17]=[CH:16][CH:15]=1)([C:8]1[CH:13]=[CH:12][CH:11]=[CH:10][CH:9]=1)[C:2]1[CH:7]=[CH:6][CH:5]=[CH:4][CH:3]=1.C(N(CC)CC)C.ClC(OC)=O.S(O)(O)(=O)=O.[N:43]1[N:47]2[CH2:48][CH2:49][CH2:50][NH:51][C:46]2=[C:45]([NH2:52])[CH:44]=1, predict the reaction product. The product is: [N:43]1[N:47]2[CH2:48][CH2:49][CH2:50][NH:51][C:46]2=[C:45]([NH:52][C:23](=[O:25])[CH2:22][CH2:21][NH:20][C:1]([C:8]2[CH:9]=[CH:10][CH:11]=[CH:12][CH:13]=2)([C:2]2[CH:7]=[CH:6][CH:5]=[CH:4][CH:3]=2)[C:14]2[CH:19]=[CH:18][CH:17]=[CH:16][CH:15]=2)[CH:44]=1. (8) Given the reactants [CH2:1]([N:19]([CH2:25][CH2:26][CH2:27][CH2:28][CH2:29][CH2:30][CH2:31][CH2:32][CH2:33][CH2:34][CH2:35][CH2:36][CH2:37][CH2:38][CH2:39][CH2:40][CH2:41][CH3:42])[CH2:20][C:21](OC)=[O:22])[CH2:2][CH2:3][CH2:4][CH2:5][CH2:6][CH2:7][CH2:8][CH2:9][CH2:10][CH2:11][CH2:12][CH2:13][CH2:14][CH2:15][CH2:16][CH2:17][CH3:18].[H-].[H-].[H-].[H-].[Li+].[Al+3], predict the reaction product. The product is: [CH2:25]([N:19]([CH2:1][CH2:2][CH2:3][CH2:4][CH2:5][CH2:6][CH2:7][CH2:8][CH2:9][CH2:10][CH2:11][CH2:12][CH2:13][CH2:14][CH2:15][CH2:16][CH2:17][CH3:18])[CH2:20][CH2:21][OH:22])[CH2:26][CH2:27][CH2:28][CH2:29][CH2:30][CH2:31][CH2:32][CH2:33][CH2:34][CH2:35][CH2:36][CH2:37][CH2:38][CH2:39][CH2:40][CH2:41][CH3:42]. (9) Given the reactants S(=O)(=O)(O)O.O.[CH3:7][C:8]1[N:13]=[C:12]([NH:14][NH2:15])[CH:11]=[C:10]([S:16][CH3:17])[N:9]=1.[C:18](/[CH:20]=[C:21](/[C:23]([O:25][CH2:26][CH3:27])=[O:24])\[O-])#[N:19].[K+], predict the reaction product. The product is: [NH2:19][C:18]1[N:14]([C:12]2[CH:11]=[C:10]([S:16][CH3:17])[N:9]=[C:8]([CH3:7])[N:13]=2)[N:15]=[C:21]([C:23]([O-:25])=[O:24])[CH:20]=1.[NH2:19][C:18]1[N:14]([C:12]2[CH:11]=[C:10]([S:16][CH3:17])[N:9]=[C:8]([CH3:7])[N:13]=2)[N:15]=[C:21]([C:23]([O:25][CH2:26][CH3:27])=[O:24])[CH:20]=1.